Dataset: Reaction yield outcomes from USPTO patents with 853,638 reactions. Task: Predict the reaction yield, written as a fraction of the theoretical maximum amount of product (1.0 means a 100% yield; for example, 0.34 means a 34% yield). (1) The reactants are [F:1][C:2]([F:17])([F:16])[C:3]1[CH:8]=[CH:7][C:6]([C:9]2[CH:14]=[CH:13][C:12]([NH2:15])=[CH:11][CH:10]=2)=[CH:5][CH:4]=1.[S-:18][C:19]#[N:20].[NH4+]. The catalyst is O.Cl. The product is [F:1][C:2]([F:16])([F:17])[C:3]1[CH:8]=[CH:7][C:6]([C:9]2[CH:14]=[CH:13][C:12]([NH:15][C:19]([NH2:20])=[S:18])=[CH:11][CH:10]=2)=[CH:5][CH:4]=1. The yield is 0.210. (2) The reactants are [N:1]1[CH:6]=[CH:5][CH:4]=[CH:3][C:2]=1[O:7][CH2:8][CH2:9][O:10][C:11]1[N:16]=[C:15]([N:17]2[CH2:22][CH2:21][O:20][CH2:19][CH2:18]2)[CH:14]=[C:13]([NH:23][NH2:24])[N:12]=1.[N:25]([O-])=O.[Na+]. The catalyst is CC(O)=O. The product is [N:23]([C:13]1[N:12]=[C:11]([O:10][CH2:9][CH2:8][O:7][C:2]2[CH:3]=[CH:4][CH:5]=[CH:6][N:1]=2)[N:16]=[C:15]([N:17]2[CH2:22][CH2:21][O:20][CH2:19][CH2:18]2)[CH:14]=1)=[N+:24]=[N-:25]. The yield is 0.970. (3) The reactants are [C:1]([O:5][C:6](=[O:25])[NH:7][CH:8]([CH2:17][C:18]1[CH:23]=[CH:22][C:21]([Cl:24])=[CH:20][CH:19]=1)[C:9](=[O:16])[N:10]1[CH2:15][CH2:14][NH:13][CH2:12][CH2:11]1)([CH3:4])([CH3:3])[CH3:2].Cl[C:27]1[C:28]2[S:35][CH:34]=[CH:33][C:29]=2[N:30]=[CH:31][N:32]=1. The catalyst is C1(C)C=CC=CC=1. The product is [C:1]([O:5][C:6](=[O:25])[NH:7][CH:8]([CH2:17][C:18]1[CH:19]=[CH:20][C:21]([Cl:24])=[CH:22][CH:23]=1)[C:9](=[O:16])[N:10]1[CH2:11][CH2:12][N:13]([C:27]2[C:28]3[S:35][CH:34]=[CH:33][C:29]=3[N:30]=[CH:31][N:32]=2)[CH2:14][CH2:15]1)([CH3:4])([CH3:2])[CH3:3]. The yield is 0.867. (4) The reactants are [C:1]([O:4][CH2:5][CH2:6][CH2:7][CH2:8][CH2:9][CH2:10][O:11][CH2:12][CH2:13][C:14]#[C:15][C:16]1[CH:21]=[CH:20][C:19]([N:22]([CH3:29])[C:23](=[O:28])[C:24]([F:27])([F:26])[F:25])=[CH:18][CH:17]=1)(=[O:3])[CH3:2].[H][H]. The catalyst is CO.[Pd]. The product is [C:1]([O:4][CH2:5][CH2:6][CH2:7][CH2:8][CH2:9][CH2:10][O:11][CH2:12][CH2:13][CH2:14][CH2:15][C:16]1[CH:17]=[CH:18][C:19]([N:22]([CH3:29])[C:23](=[O:28])[C:24]([F:26])([F:25])[F:27])=[CH:20][CH:21]=1)(=[O:3])[CH3:2]. The yield is 1.00. (5) The reactants are [F:1][C:2]1[CH:9]=[C:8]([O:10]C)[CH:7]=[CH:6][C:3]=1[CH:4]=[O:5].[Al+3].[Cl-].[Cl-].[Cl-]. The catalyst is C(Cl)Cl. The product is [F:1][C:2]1[CH:9]=[C:8]([OH:10])[CH:7]=[CH:6][C:3]=1[CH:4]=[O:5]. The yield is 0.950. (6) The reactants are [CH3:1][O:2][C:3](=[O:22])/[CH:4]=[CH:5]\[C:6]1[CH:17]=[CH:16][CH:15]=[C:14]([C:18]([F:21])([F:20])[F:19])[C:7]=1[C:8]([O:10][CH:11]([CH3:13])[CH3:12])=[O:9].CO[CH2:25][N:26]([CH2:32][C:33]1[CH:38]=[CH:37][CH:36]=[CH:35][CH:34]=1)[CH2:27][Si](C)(C)C.FC(F)(F)C(O)=O. The catalyst is CCOC(C)=O.FC(F)(F)C(O)=O. The product is [CH2:32]([N:26]1[CH2:27][C@H:5]([C:6]2[CH:17]=[CH:16][CH:15]=[C:14]([C:18]([F:21])([F:20])[F:19])[C:7]=2[C:8]([O:10][CH:11]([CH3:13])[CH3:12])=[O:9])[C@H:4]([C:3]([O:2][CH3:1])=[O:22])[CH2:25]1)[C:33]1[CH:38]=[CH:37][CH:36]=[CH:35][CH:34]=1. The yield is 0.930.